Dataset: Peptide-MHC class II binding affinity with 134,281 pairs from IEDB. Task: Regression. Given a peptide amino acid sequence and an MHC pseudo amino acid sequence, predict their binding affinity value. This is MHC class II binding data. (1) The peptide sequence is RSLSNKIKQKTKQIG. The MHC is DRB1_0404 with pseudo-sequence DRB1_0404. The binding affinity (normalized) is 0. (2) The peptide sequence is RGIVKENIIDLTKIDR. The MHC is HLA-DPA10201-DPB11401 with pseudo-sequence HLA-DPA10201-DPB11401. The binding affinity (normalized) is 0.212. (3) The peptide sequence is RTFVATFGAASNKAF. The MHC is DRB1_0401 with pseudo-sequence DRB1_0401. The binding affinity (normalized) is 0.810. (4) The peptide sequence is DTVLEKNVTVHSVNLLENSH. The MHC is DRB1_0101 with pseudo-sequence DRB1_0101. The binding affinity (normalized) is 0.362. (5) The peptide sequence is AFKVAATAENAAPAN. The MHC is DRB1_0701 with pseudo-sequence DRB1_0701. The binding affinity (normalized) is 0.404. (6) The peptide sequence is EVQKVSQPATGAATV. The MHC is HLA-DQA10102-DQB10602 with pseudo-sequence HLA-DQA10102-DQB10602. The binding affinity (normalized) is 0.305. (7) The peptide sequence is DQKLGTYEHKSRSRL. The MHC is DRB1_0101 with pseudo-sequence DRB1_0101. The binding affinity (normalized) is 0.153.